The task is: Regression. Given two drug SMILES strings and cell line genomic features, predict the synergy score measuring deviation from expected non-interaction effect.. This data is from NCI-60 drug combinations with 297,098 pairs across 59 cell lines. (1) Drug 1: CC1=CC=C(C=C1)C2=CC(=NN2C3=CC=C(C=C3)S(=O)(=O)N)C(F)(F)F. Drug 2: C1=NC2=C(N=C(N=C2N1C3C(C(C(O3)CO)O)O)F)N. Cell line: HL-60(TB). Synergy scores: CSS=2.79, Synergy_ZIP=9.33, Synergy_Bliss=-0.491, Synergy_Loewe=-47.4, Synergy_HSA=-18.9. (2) Drug 1: CN(CC1=CN=C2C(=N1)C(=NC(=N2)N)N)C3=CC=C(C=C3)C(=O)NC(CCC(=O)O)C(=O)O. Drug 2: C1CC(C1)(C(=O)O)C(=O)O.[NH2-].[NH2-].[Pt+2]. Cell line: A549. Synergy scores: CSS=40.0, Synergy_ZIP=-2.70, Synergy_Bliss=-3.69, Synergy_Loewe=-11.8, Synergy_HSA=-11.3. (3) Drug 1: CC1=CC=C(C=C1)C2=CC(=NN2C3=CC=C(C=C3)S(=O)(=O)N)C(F)(F)F. Drug 2: C1=NNC2=C1C(=O)NC=N2. Cell line: IGROV1. Synergy scores: CSS=2.77, Synergy_ZIP=-0.842, Synergy_Bliss=0.299, Synergy_Loewe=1.45, Synergy_HSA=0.702. (4) Drug 1: CCCCCOC(=O)NC1=NC(=O)N(C=C1F)C2C(C(C(O2)C)O)O. Drug 2: CC(C)NC(=O)C1=CC=C(C=C1)CNNC.Cl. Cell line: BT-549. Synergy scores: CSS=3.93, Synergy_ZIP=-4.57, Synergy_Bliss=-6.23, Synergy_Loewe=-4.77, Synergy_HSA=-4.73.